This data is from Forward reaction prediction with 1.9M reactions from USPTO patents (1976-2016). The task is: Predict the product of the given reaction. Given the reactants [CH3:1][O:2][C:3]1[CH:4]=[CH:5][CH:6]=[C:7]2[C:12]=1[C:11]([NH:13][C@H:14]1[CH2:18][CH2:17][N:16](C(OC(C)(C)C)=O)[CH2:15]1)=[N:10][C:9]([C:26]1[NH:30][C:29](=[O:31])[NH:28][N:27]=1)=[CH:8]2.[ClH:32].CCOC(C)=O, predict the reaction product. The product is: [ClH:32].[CH3:1][O:2][C:3]1[CH:4]=[CH:5][CH:6]=[C:7]2[C:12]=1[C:11]([NH:13][C@H:14]1[CH2:18][CH2:17][NH:16][CH2:15]1)=[N:10][C:9]([C:26]1[NH:30][C:29](=[O:31])[NH:28][N:27]=1)=[CH:8]2.